Dataset: Full USPTO retrosynthesis dataset with 1.9M reactions from patents (1976-2016). Task: Predict the reactants needed to synthesize the given product. (1) The reactants are: COC(=O)C(O)=CC(=O)N(CC1C=CC(Cl)=C(Cl)C=1)C.C=O.[NH2:23][CH2:24][CH2:25][C:26]1[CH:31]=[CH:30][C:29]([S:32]([NH2:35])(=[O:34])=[O:33])=[CH:28][CH:27]=1.[Cl:36][C:37]1[CH:38]=[C:39]([CH:53]=[CH:54][C:55]=1[Cl:56])[CH2:40][N:41]([CH3:52])[C:42]([C:44]1[CH2:45]N(C)[C:47](=[O:50])[C:48]=1[OH:49])=[O:43]. Given the product [Cl:36][C:37]1[CH:38]=[C:39]([CH:53]=[CH:54][C:55]=1[Cl:56])[CH2:40][N:41]([CH3:52])[C:42]([C:44]1[CH2:45][N:23]([CH2:24][CH2:25][C:26]2[CH:27]=[CH:28][C:29]([S:32](=[O:33])(=[O:34])[NH2:35])=[CH:30][CH:31]=2)[C:47](=[O:50])[C:48]=1[OH:49])=[O:43], predict the reactants needed to synthesize it. (2) Given the product [OH:35][C:24]1[C:23](=[O:22])[N:12]([C:13]2[N:14]=[N:15][C:16]([CH3:19])=[CH:17][CH:18]=2)[CH:8]([C:7]2[CH:10]=[CH:11][C:4]([CH:1]([CH3:3])[CH3:2])=[CH:5][CH:6]=2)[C:25]=1[C:26](=[O:34])[C:27]1[CH:32]=[CH:31][CH:30]=[CH:29][C:28]=1[CH3:33], predict the reactants needed to synthesize it. The reactants are: [CH:1]([C:4]1[CH:11]=[CH:10][C:7]([CH:8]=O)=[CH:6][CH:5]=1)([CH3:3])[CH3:2].[NH2:12][C:13]1[N:14]=[N:15][C:16]([CH3:19])=[CH:17][CH:18]=1.C([O:22][C:23](=O)[C:24]([OH:35])=[CH:25][C:26](=[O:34])[C:27]1[CH:32]=[CH:31][CH:30]=[CH:29][C:28]=1[CH3:33])C.